This data is from Full USPTO retrosynthesis dataset with 1.9M reactions from patents (1976-2016). The task is: Predict the reactants needed to synthesize the given product. (1) Given the product [F:29][C:19]1[C:20]([O:27][CH3:28])=[CH:21][C:22]([O:25][CH3:26])=[C:23]([F:24])[C:18]=1[N:9]1[CH2:8][C:7]2[CH:6]=[N:5][C:4]3[N:30]([CH2:33][O:34][CH2:35][CH2:36][Si:37]([CH3:38])([CH3:39])[CH3:40])[CH:31]=[CH:32][C:3]=3[C:2]=2[CH2:11][C:10]1=[O:17], predict the reactants needed to synthesize it. The reactants are: Cl[C:2]1[C:7]([CH2:8][N:9]([C:18]2[C:23]([F:24])=[C:22]([O:25][CH3:26])[CH:21]=[C:20]([O:27][CH3:28])[C:19]=2[F:29])[C:10](=[O:17])[CH2:11]C(OCC)=O)=[CH:6][N:5]=[C:4]2[N:30]([CH2:33][O:34][CH2:35][CH2:36][Si:37]([CH3:40])([CH3:39])[CH3:38])[CH:31]=[CH:32][C:3]=12.C[Si]([N-][Si](C)(C)C)(C)C.[Na+]. (2) The reactants are: [CH:1]([C:3]1[N:8]=[CH:7][N:6]=[C:5]([NH:9][C:10](=[O:16])[O:11][C:12]([CH3:15])([CH3:14])[CH3:13])[CH:4]=1)=C.[O:17]=[O+][O-].CSC. Given the product [CH:1]([C:3]1[N:8]=[CH:7][N:6]=[C:5]([NH:9][C:10](=[O:16])[O:11][C:12]([CH3:15])([CH3:14])[CH3:13])[CH:4]=1)=[O:17], predict the reactants needed to synthesize it. (3) Given the product [C:11]([O:14][CH2:2]/[CH:3]=[C:4](\[F:10])/[C:5]([O:7][CH2:8][CH3:9])=[O:6])(=[O:13])[CH3:12], predict the reactants needed to synthesize it. The reactants are: Br[CH2:2]/[CH:3]=[C:4](\[F:10])/[C:5]([O:7][CH2:8][CH3:9])=[O:6].[C:11]([O-:14])(=[O:13])[CH3:12].[Na+]. (4) Given the product [C:1]([N:9]([CH2:24][CH2:25][CH:26]([C:27]1[CH:32]=[CH:31][CH:30]=[CH:29][CH:28]=1)[C:33]1[CH:34]=[CH:35][CH:36]=[CH:37][CH:38]=1)[CH2:10][CH2:11][NH:12][C:13]([C:15]1[CH:23]=[CH:22][CH:21]=[C:20]2[C:16]=1[CH2:17][CH2:18][N:19]2[CH2:58][C:59]([O:61][CH2:62][CH3:63])=[O:60])=[O:14])(=[O:8])[C:2]1[CH:3]=[CH:4][CH:5]=[CH:6][CH:7]=1, predict the reactants needed to synthesize it. The reactants are: [C:1]([N:9]([CH2:24][CH2:25][CH:26]([C:33]1[CH:38]=[CH:37][CH:36]=[CH:35][CH:34]=1)[C:27]1[CH:32]=[CH:31][CH:30]=[CH:29][CH:28]=1)[CH2:10][CH2:11][NH:12][C:13]([C:15]1[C:16]2[CH2:17][CH2:18][NH:19][C:20]=2[CH:21]=[CH:22][CH:23]=1)=[O:14])(=[O:8])[C:2]1[CH:7]=[CH:6][CH:5]=[CH:4][CH:3]=1.C(N=P1(N(CC)CC)N(C)CCCN1C)(C)(C)C.Br[CH2:58][C:59]([O:61][CH2:62][CH3:63])=[O:60].